This data is from Forward reaction prediction with 1.9M reactions from USPTO patents (1976-2016). The task is: Predict the product of the given reaction. The product is: [CH3:7][C:6]1[C:2]2[NH:1][C:13](=[O:12])[NH:14][C:8](=[O:10])[C:3]=2[S:4][CH:5]=1. Given the reactants [NH2:1][C:2]1[C:6]([CH3:7])=[CH:5][S:4][C:3]=1[C:8]([O:10]C)=O.[O-:12][C:13]#[N:14].[K+], predict the reaction product.